This data is from Full USPTO retrosynthesis dataset with 1.9M reactions from patents (1976-2016). The task is: Predict the reactants needed to synthesize the given product. (1) Given the product [Br:33][CH2:2][CH2:3][C:4]1[CH:9]=[CH:8][CH:7]=[CH:6][C:5]=1[N+:10]([O-:12])=[O:11], predict the reactants needed to synthesize it. The reactants are: O[CH2:2][CH2:3][C:4]1[CH:9]=[CH:8][CH:7]=[CH:6][C:5]=1[N+:10]([O-:12])=[O:11].C1(P(C2C=CC=CC=2)C2C=CC=CC=2)C=CC=CC=1.C(Br)(Br)(Br)[Br:33]. (2) Given the product [Cl:8][C:5]1[CH:6]=[CH:7][C:2]2[NH:1][C:24](=[O:31])[C@@H:25]([CH2:27][C:28]([OH:30])=[O:29])[S:26][C@H:9]([C:11]3[CH:16]=[CH:15][CH:14]=[C:13]([O:17][CH3:18])[C:12]=3[O:19][C:20]([F:23])([F:22])[F:21])[C:3]=2[CH:4]=1, predict the reactants needed to synthesize it. The reactants are: [NH2:1][C:2]1[CH:7]=[CH:6][C:5]([Cl:8])=[CH:4][C:3]=1[CH:9]([C:11]1[CH:16]=[CH:15][CH:14]=[C:13]([O:17][CH3:18])[C:12]=1[O:19][C:20]([F:23])([F:22])[F:21])O.[C:24](O)(=[O:31])[CH:25]([CH2:27][C:28]([OH:30])=[O:29])[SH:26].[OH-].[Na+].Cl. (3) The reactants are: Br[C:2]1[N:6]([CH3:7])[CH:5]=[N:4][C:3]=1[C:8]1[CH:13]=[C:12]([C:14]#[N:15])[CH:11]=[CH:10][N:9]=1.[NH:16]1[C:24]2[C:19](=[CH:20][CH:21]=[C:22](B(O)O)[CH:23]=2)[CH:18]=[CH:17]1. Given the product [NH:16]1[C:24]2[C:19](=[CH:20][CH:21]=[C:22]([C:2]3[N:6]([CH3:7])[CH:5]=[N:4][C:3]=3[C:8]3[CH:13]=[C:12]([C:14]#[N:15])[CH:11]=[CH:10][N:9]=3)[CH:23]=2)[CH:18]=[CH:17]1, predict the reactants needed to synthesize it. (4) Given the product [CH2:11]([N:13]([CH2:27][CH2:28][CH3:29])[C:14]([C:16]1[CH:17]=[C:18]([CH:23]=[C:24]([C:2]2[O:1][CH:5]=[CH:4][N:3]=2)[CH:25]=1)[C:19]([O:21][CH3:22])=[O:20])=[O:15])[CH3:12], predict the reactants needed to synthesize it. The reactants are: [O:1]1[CH:5]=[CH:4][N:3]=[CH:2]1.C([Li])CCC.[CH2:11]([N:13]([CH2:27][CH2:28][CH3:29])[C:14]([C:16]1[CH:17]=[C:18]([CH:23]=[C:24](I)[CH:25]=1)[C:19]([O:21][CH3:22])=[O:20])=[O:15])[CH3:12].